Task: Predict the reactants needed to synthesize the given product.. Dataset: Full USPTO retrosynthesis dataset with 1.9M reactions from patents (1976-2016) (1) Given the product [CH3:7][O:8][CH2:9][CH2:10][N:1]1[C:2]([CH3:6])=[C:3]([C:4]#[N:5])[CH:22]([C:19]2[CH:20]=[C:21]3[C:16](=[CH:17][CH:18]=2)[NH:15][N:14]=[C:13]3[CH3:12])[C:3]([C:4]#[N:5])=[C:2]1[CH3:6], predict the reactants needed to synthesize it. The reactants are: [NH2:1]/[C:2](/[CH3:6])=[CH:3]\[C:4]#[N:5].[CH3:7][O:8][CH2:9][CH2:10]N.[CH3:12][C:13]1[C:21]2[C:16](=[CH:17][CH:18]=[C:19]([CH:22]=O)[CH:20]=2)[NH:15][N:14]=1. (2) Given the product [C:1]1([NH:11][C:12](=[O:18])[CH2:13][CH2:14][C:15]([NH:34][CH2:35][CH2:36][CH2:37][CH2:38][CH2:39][C:40]([OH:42])=[O:41])=[O:17])[C:10]2[C:5](=[CH:6][CH:7]=[CH:8][CH:9]=2)[CH:4]=[CH:3][CH:2]=1, predict the reactants needed to synthesize it. The reactants are: [C:1]1([NH:11][C:12](=[O:18])[CH2:13][CH2:14][C:15]([OH:17])=O)[C:10]2[C:5](=[CH:6][CH:7]=[CH:8][CH:9]=2)[CH:4]=[CH:3][CH:2]=1.C1CCC(N=C=NC2CCCCC2)CC1.[NH2:34][CH2:35][CH2:36][CH2:37][CH2:38][CH2:39][C:40]([OH:42])=[O:41].C(N(CC)CC)C. (3) Given the product [Cl:32][C:27]1[CH:26]=[C:25]([CH2:24][C@H:11]2[C@@H:10]([CH2:9][OH:8])[O:14][C:13]([CH3:16])([CH3:15])[N:12]2[C:17]([O:19][C:20]([CH3:23])([CH3:22])[CH3:21])=[O:18])[CH:30]=[C:29]([CH3:31])[N:28]=1, predict the reactants needed to synthesize it. The reactants are: [Si]([O:8][CH2:9][C@H:10]1[O:14][C:13]([CH3:16])([CH3:15])[N:12]([C:17]([O:19][C:20]([CH3:23])([CH3:22])[CH3:21])=[O:18])[C@H:11]1[CH2:24][C:25]1[CH:30]=[C:29]([CH3:31])[N:28]=[C:27]([Cl:32])[CH:26]=1)(C(C)(C)C)(C)C.CCCC[N+](CCCC)(CCCC)CCCC.[F-]. (4) Given the product [F:17][C:18]1[CH:25]=[CH:24][CH:23]=[C:22]([F:26])[C:19]=1[CH:20]([OH:21])[CH:8]([C:5]1[CH:6]=[CH:7][C:2]([F:1])=[CH:3][CH:4]=1)[C:9]#[N:10], predict the reactants needed to synthesize it. The reactants are: [F:1][C:2]1[CH:7]=[CH:6][C:5]([CH2:8][C:9]#[N:10])=[CH:4][CH:3]=1.CC(C)([O-])C.[K+].[F:17][C:18]1[CH:25]=[CH:24][CH:23]=[C:22]([F:26])[C:19]=1[CH:20]=[O:21].Cl. (5) Given the product [Br:12][C:13]1[CH:14]=[C:15]([CH:16]2[CH2:21][C:22]([CH3:24])([CH3:23])[C:5]3[C:6](=[CH:7][CH:8]=[C:3]([C:2]([F:10])([F:11])[F:1])[CH:4]=3)[NH:9]2)[CH:18]=[CH:19][CH:20]=1, predict the reactants needed to synthesize it. The reactants are: [F:1][C:2]([F:11])([F:10])[C:3]1[CH:8]=[CH:7][C:6]([NH2:9])=[CH:5][CH:4]=1.[Br:12][C:13]1[CH:14]=[C:15]([CH:18]=[CH:19][CH:20]=1)[CH:16]=O.[CH2:21]=[C:22]([CH3:24])[CH3:23].FC(F)(F)S([O-])(=O)=O.[Yb+3].FC(F)(F)S([O-])(=O)=O.FC(F)(F)S([O-])(=O)=O. (6) Given the product [C:25]([O:24][C:22]([N:14]1[CH2:21][CH2:20][CH2:19][C@H:15]1[C:16](=[O:17])[NH:13][C:9]1[N:8]=[C:7]([C:1]2[CH:2]=[CH:3][CH:4]=[CH:5][CH:6]=2)[CH:12]=[CH:11][N:10]=1)=[O:23])([CH3:28])([CH3:27])[CH3:26], predict the reactants needed to synthesize it. The reactants are: [C:1]1([C:7]2[CH:12]=[CH:11][N:10]=[C:9]([NH2:13])[N:8]=2)[CH:6]=[CH:5][CH:4]=[CH:3][CH:2]=1.[N:14]1([C:22]([O:24][C:25]([CH3:28])([CH3:27])[CH3:26])=[O:23])[CH2:21][CH2:20][CH2:19][C@H:15]1[C:16](O)=[O:17].CN(C(F)=[N+](C)C)C.F[P-](F)(F)(F)(F)F.C(N(CC)CC)C.